Task: Predict the product of the given reaction.. Dataset: Forward reaction prediction with 1.9M reactions from USPTO patents (1976-2016) (1) Given the reactants [CH3:1][O:2][C:3]1[CH:4]=[C:5]([CH2:13][C:14](=[O:16])[CH3:15])[CH:6]=[C:7]([O:11][CH3:12])[C:8]=1[O:9][CH3:10].[BH4-].[Na+], predict the reaction product. The product is: [CH3:12][O:11][C:7]1[CH:6]=[C:5]([CH2:13][CH:14]([OH:16])[CH3:15])[CH:4]=[C:3]([O:2][CH3:1])[C:8]=1[O:9][CH3:10]. (2) Given the reactants [C:1]([O:5][CH:6]([C:11]1[C:16]([C:17]([F:20])([F:19])[F:18])=[CH:15][CH:14]=[C:13](B2OC(C)(C)C(C)(C)O2)[C:12]=1[C:30]1[CH:31]=[CH:32][C:33]2[O:38][CH2:37][CH2:36][CH2:35][C:34]=2[CH:39]=1)[C:7]([O:9]C)=[O:8])([CH3:4])([CH3:3])[CH3:2].Br[C:41]1[N:42]=[CH:43][N:44]([CH3:46])[CH:45]=1.C(=O)([O-])[O-].[Na+].[Na+].ClCCl.[OH-].[Li+].Cl, predict the reaction product. The product is: [C:1]([O:5][CH:6]([C:11]1[C:16]([C:17]([F:19])([F:20])[F:18])=[CH:15][CH:14]=[C:13]([C:41]2[N:42]=[CH:43][N:44]([CH3:46])[CH:45]=2)[C:12]=1[C:30]1[CH:31]=[CH:32][C:33]2[O:38][CH2:37][CH2:36][CH2:35][C:34]=2[CH:39]=1)[C:7]([OH:9])=[O:8])([CH3:2])([CH3:3])[CH3:4]. (3) Given the reactants CO.[NH3:3].Cl[C:5]1[C:6]2[C:13]([I:14])=[CH:12][N:11]([CH2:15][O:16][CH2:17][CH2:18][Si:19]([CH3:22])([CH3:21])[CH3:20])[C:7]=2[N:8]=[CH:9][N:10]=1, predict the reaction product. The product is: [I:14][C:13]1[C:6]2[C:5]([NH2:3])=[N:10][CH:9]=[N:8][C:7]=2[N:11]([CH2:15][O:16][CH2:17][CH2:18][Si:19]([CH3:22])([CH3:21])[CH3:20])[CH:12]=1. (4) Given the reactants [Cl:1][C:2]1[N:7]=[CH:6][C:5]([C:8]([N:10]([CH:14]([CH3:16])[CH3:15])[CH:11]([CH3:13])[CH3:12])=[O:9])=[C:4]([CH:17]=[O:18])[CH:3]=1.[BH4-].[Na+], predict the reaction product. The product is: [Cl:1][C:2]1[N:7]=[CH:6][C:5]([C:8]([N:10]([CH:14]([CH3:16])[CH3:15])[CH:11]([CH3:13])[CH3:12])=[O:9])=[C:4]([CH2:17][OH:18])[CH:3]=1. (5) Given the reactants [CH3:1][CH:2]([C:8]([O:10]CC)=O)[C:3]([O:5][CH2:6][CH3:7])=[O:4].N1C=CC=CC=1.[Cl:19][C:20]1[C:26]([F:27])=[CH:25][CH:24]=[CH:23][C:21]=1[NH2:22], predict the reaction product. The product is: [Cl:19][C:20]1[C:26]([F:27])=[CH:25][CH:24]=[CH:23][C:21]=1[NH:22][C:8](=[O:10])[CH:2]([CH3:1])[C:3]([O:5][CH2:6][CH3:7])=[O:4]. (6) Given the reactants Cl.Cl.[CH3:3][C@@:4]1([CH2:15][N:16]2[CH2:21][CH2:20][NH:19][CH2:18][CH2:17]2)[O:8][C:7]2=[N:9][C:10]([N+:12]([O-:14])=[O:13])=[CH:11][N:6]2[CH2:5]1.C(N(CC)CC)C.[F:29][C:30]([F:41])([F:40])[C:31]1[CH:39]=[CH:38][C:34]([C:35](Cl)=[O:36])=[CH:33][CH:32]=1, predict the reaction product. The product is: [CH3:3][C@@:4]1([CH2:15][N:16]2[CH2:17][CH2:18][N:19]([C:35]([C:34]3[CH:33]=[CH:32][C:31]([C:30]([F:29])([F:40])[F:41])=[CH:39][CH:38]=3)=[O:36])[CH2:20][CH2:21]2)[O:8][C:7]2=[N:9][C:10]([N+:12]([O-:14])=[O:13])=[CH:11][N:6]2[CH2:5]1. (7) Given the reactants [C:1]1([C:7]2[S:8][C:9]3[CH:15]=[CH:14][C:13]([OH:16])=[CH:12][C:10]=3[N:11]=2)[CH:6]=[CH:5][CH:4]=[CH:3][CH:2]=1.[O:17]1[C:21]2[CH:22]=[CH:23]C=CC=2N=C1, predict the reaction product. The product is: [O:17]1[CH2:21][CH:22]1[CH2:23][O:16][C:13]1[CH:14]=[CH:15][C:9]2[S:8][C:7]([C:1]3[CH:2]=[CH:3][CH:4]=[CH:5][CH:6]=3)=[N:11][C:10]=2[CH:12]=1. (8) Given the reactants [Br:1][C:2]1[CH:11]=[C:10]2[C:5]([CH2:6][C:7]([CH3:14])([CH3:13])[CH2:8][C:9]2=O)=[CH:4][CH:3]=1.C1(C)C=CC=CC=1.[C:22]1([CH:28]([NH2:30])[CH3:29])[CH:27]=[CH:26][CH:25]=[CH:24][CH:23]=1.C(O)(C(F)(F)F)=O, predict the reaction product. The product is: [Br:1][C:2]1[CH:11]=[C:10]2[C:5]([CH2:6][C:7]([CH3:14])([CH3:13])[CH2:8]/[C:9]/2=[N:30]\[CH:28]([C:22]2[CH:27]=[CH:26][CH:25]=[CH:24][CH:23]=2)[CH3:29])=[CH:4][CH:3]=1. (9) Given the reactants C(O[C:5](=[O:7])[CH3:6])(=O)C.[NH2:8][C:9]1([C:19]#[N:20])[CH2:14][C:13]([CH3:16])([CH3:15])[NH:12][C:11]([CH3:18])([CH3:17])[CH2:10]1, predict the reaction product. The product is: [C:19]([C:9]1([NH:8][C:5](=[O:7])[CH3:6])[CH2:14][C:13]([CH3:15])([CH3:16])[NH:12][C:11]([CH3:18])([CH3:17])[CH2:10]1)#[N:20]. (10) Given the reactants [NH:1]1[CH:5]=[CH:4][CH:3]=[N:2]1.[C:6]1([CH3:16])[CH:11]=[CH:10][C:9]([S:12](Cl)(=[O:14])=[O:13])=[CH:8][CH:7]=1.O, predict the reaction product. The product is: [C:6]1([CH3:16])[CH:11]=[CH:10][C:9]([S:12]([N:1]2[CH:5]=[CH:4][CH:3]=[N:2]2)(=[O:14])=[O:13])=[CH:8][CH:7]=1.